This data is from Full USPTO retrosynthesis dataset with 1.9M reactions from patents (1976-2016). The task is: Predict the reactants needed to synthesize the given product. Given the product [Cl:44][C:45]1[CH:46]=[C:47]([NH:60][C:61]2[N:62]=[CH:63][N:64]=[C:65]3[S:80][C:68]4[C:69]5[CH:70]=[N:71][N:72]([CH2:76][CH2:77][CH2:78][N:39]6[CH2:40][CH2:41][N:36]([CH3:35])[CH2:37][CH2:38]6)[C:73]=5[CH2:74][CH2:75][C:67]=4[C:66]=23)[CH:48]=[CH:49][C:50]=1[O:51][CH2:52][C:53]1[CH:58]=[CH:57][CH:56]=[C:55]([F:59])[CH:54]=1, predict the reactants needed to synthesize it. The reactants are: ClC1C=C(NC2N=CN=C3SC4C5C(CC[CH2:35][N:36]6[CH2:41][CH2:40][N:39](C)[CH2:38][CH2:37]6)=NNC=5CCC=4C=23)C=CC=1OCC1C=CC=C(F)C=1.[Cl:44][C:45]1[CH:46]=[C:47]([NH:60][C:61]2[C:66]3[C:67]4[CH2:75][CH2:74][C:73]5[N:72]([CH2:76][CH2:77][CH2:78]O)[N:71]=[CH:70][C:69]=5[C:68]=4[S:80][C:65]=3[N:64]=[CH:63][N:62]=2)[CH:48]=[CH:49][C:50]=1[O:51][CH2:52][C:53]1[CH:58]=[CH:57][CH:56]=[C:55]([F:59])[CH:54]=1.